Dataset: Forward reaction prediction with 1.9M reactions from USPTO patents (1976-2016). Task: Predict the product of the given reaction. Given the reactants [OH:1][C:2]([CH:5]1[CH2:9][CH2:8][N:7](C(OC(C)(C)C)=O)[CH2:6]1)([CH3:4])[CH3:3].[ClH:17].O1CCOCC1, predict the reaction product. The product is: [ClH:17].[NH:7]1[CH2:8][CH2:9][CH:5]([C:2]([OH:1])([CH3:4])[CH3:3])[CH2:6]1.